Dataset: Reaction yield outcomes from USPTO patents with 853,638 reactions. Task: Predict the reaction yield, written as a fraction of the theoretical maximum amount of product (1.0 means a 100% yield; for example, 0.34 means a 34% yield). (1) The reactants are [CH:1]([N:4]([C:11]([C:13]1[S:14][C:15]2[CH2:16][CH2:17][O:18][C:19]3[CH:26]=[C:25]([Br:27])[CH:24]=[CH:23][C:20]=3[C:21]=2[N:22]=1)=O)[NH:5][C:6](=O)[CH2:7][O:8][CH3:9])([CH3:3])[CH3:2].C(O)(=O)C.C([O-])(=O)C.[NH4+:36]. The catalyst is O(Cl)Cl.[P+5]. The product is [Br:27][C:25]1[CH:24]=[CH:23][C:20]2[C:21]3[N:22]=[C:13]([C:11]4[N:4]([CH:1]([CH3:3])[CH3:2])[N:5]=[C:6]([CH2:7][O:8][CH3:9])[N:36]=4)[S:14][C:15]=3[CH2:16][CH2:17][O:18][C:19]=2[CH:26]=1. The yield is 0.460. (2) The reactants are [Br:1][C:2]1[CH:7]=[CH:6][C:5]([OH:8])=[CH:4][C:3]=1[CH:9]([CH3:11])[CH3:10].Cl[Si:13]([C:16]([CH3:19])([CH3:18])[CH3:17])([CH3:15])[CH3:14].N1C=CN=C1. The catalyst is CN(C=O)C.O. The product is [Br:1][C:2]1[CH:7]=[CH:6][C:5]([O:8][Si:13]([C:16]([CH3:19])([CH3:18])[CH3:17])([CH3:15])[CH3:14])=[CH:4][C:3]=1[CH:9]([CH3:11])[CH3:10]. The yield is 0.870. (3) The reactants are N1C=CC=CC=1.[NH2:7][C:8]1[N:15]=[C:14]([C:16]2[CH:21]=[CH:20][CH:19]=[CH:18][C:17]=2[O:22][Si:23]([C:26]([CH3:29])([CH3:28])[CH3:27])([CH3:25])[CH3:24])[CH:13]=[C:12]([C:30]2[CH:35]=[CH:34][CH:33]=[C:32]([NH2:36])[CH:31]=2)[C:9]=1[C:10]#[N:11].C1COCC1.[O:42]=[C:43]1[O:47][CH:46]([C:48](Cl)=[O:49])[CH2:45][CH2:44]1. The catalyst is C(#N)C. The product is [NH2:7][C:8]1[C:9]([C:10]#[N:11])=[C:12]([C:30]2[CH:31]=[C:32]([NH:36][C:48]([CH:46]3[CH2:45][CH2:44][C:43](=[O:42])[O:47]3)=[O:49])[CH:33]=[CH:34][CH:35]=2)[CH:13]=[C:14]([C:16]2[CH:21]=[CH:20][CH:19]=[CH:18][C:17]=2[O:22][Si:23]([C:26]([CH3:29])([CH3:28])[CH3:27])([CH3:24])[CH3:25])[N:15]=1. The yield is 0.770. (4) The reactants are [CH3:1][C:2]1[N:3]=[N:4][N:5]([CH3:24])[C:6]=1[C:7]1[CH:19]=[N:18][C:17]2[C:16]3[CH:15]=[CH:14][C:13]([C:20]([O:22][CH3:23])=[O:21])=[CH:12][C:11]=3[NH:10][C:9]=2[CH:8]=1.[O:25]1[CH2:30][CH2:29][CH:28]([CH2:31]O)[CH2:27][CH2:26]1.[C:33]1(P([C:33]2[CH:38]=[CH:37][CH:36]=[CH:35][CH:34]=2)[C:33]2[CH:38]=[CH:37][CH:36]=[CH:35][CH:34]=2)[CH:38]=[CH:37][CH:36]=[CH:35][CH:34]=1.C[CH:53]([O:55]C(/N=N/C(OC(C)C)=O)=O)C. The catalyst is C(Cl)Cl. The product is [CH3:1][C:2]1[N:3]=[N:4][N:5]([CH3:24])[C:6]=1[C:7]1[CH:19]=[N:18][C:17]2[C:16]3[CH:15]=[CH:14][C:13]([C:20]([O:22][CH3:23])=[O:21])=[CH:12][C:11]=3[N:10]([CH:31]([C:36]3[CH:37]=[CH:38][C:33]([O:55][CH3:53])=[CH:34][CH:35]=3)[CH:28]3[CH2:27][CH2:26][O:25][CH2:30][CH2:29]3)[C:9]=2[CH:8]=1. The yield is 0.540. (5) The reactants are Cl.C([N:9]1[CH2:13][CH2:12][C@@H:11]([C:14]([C:27]#[N:28])([C:21]2[CH:26]=[CH:25][CH:24]=[CH:23][CH:22]=2)[C:15]2[CH:20]=[CH:19][CH:18]=[CH:17][CH:16]=2)[CH2:10]1)C1C=CC=CC=1.C([O-])=O.[NH4+].O. The catalyst is CO.[Pd]. The product is [C:27]([C:14]([C@@H:11]1[CH2:12][CH2:13][NH:9][CH2:10]1)([C:21]1[CH:22]=[CH:23][CH:24]=[CH:25][CH:26]=1)[C:15]1[CH:20]=[CH:19][CH:18]=[CH:17][CH:16]=1)#[N:28]. The yield is 0.997. (6) The reactants are [OH:1][C:2]1[CH:11]=[C:10]([O:12][CH3:13])[CH:9]=[C:8]2[C:3]=1[C:4](=[O:14])[NH:5][CH:6]=[N:7]2.C[Si]([N-][Si](C)(C)C)(C)C.[Li+].C1COCC1.[C:30]([O:36][CH2:37]Cl)(=[O:35])[C:31]([CH3:34])([CH3:33])[CH3:32]. The catalyst is CN(C=O)C. The product is [C:30]([O:36][CH2:37][N:5]1[C:4](=[O:14])[C:3]2[C:8](=[CH:9][C:10]([O:12][CH3:13])=[CH:11][C:2]=2[OH:1])[N:7]=[CH:6]1)(=[O:35])[C:31]([CH3:34])([CH3:33])[CH3:32]. The yield is 0.810.